Dataset: Reaction yield outcomes from USPTO patents with 853,638 reactions. Task: Predict the reaction yield, written as a fraction of the theoretical maximum amount of product (1.0 means a 100% yield; for example, 0.34 means a 34% yield). The reactants are Br[C:2]1[CH:7]=[C:6]([Cl:8])[CH:5]=[C:4]([Br:9])[CH:3]=1.[CH:10]1([Mg]Br)[CH2:12][CH2:11]1. The catalyst is C1COCC1.C1C=CC([P]([Pd]([P](C2C=CC=CC=2)(C2C=CC=CC=2)C2C=CC=CC=2)([P](C2C=CC=CC=2)(C2C=CC=CC=2)C2C=CC=CC=2)[P](C2C=CC=CC=2)(C2C=CC=CC=2)C2C=CC=CC=2)(C2C=CC=CC=2)C2C=CC=CC=2)=CC=1. The product is [Br:9][C:4]1[CH:3]=[C:2]([CH:10]2[CH2:12][CH2:11]2)[CH:7]=[C:6]([Cl:8])[CH:5]=1. The yield is 0.640.